This data is from TCR-epitope binding with 47,182 pairs between 192 epitopes and 23,139 TCRs. The task is: Binary Classification. Given a T-cell receptor sequence (or CDR3 region) and an epitope sequence, predict whether binding occurs between them. Result: 1 (the TCR binds to the epitope). The epitope is IVTDFSVIK. The TCR CDR3 sequence is CASSLGDFLRTDTQYF.